Task: Predict which catalyst facilitates the given reaction.. Dataset: Catalyst prediction with 721,799 reactions and 888 catalyst types from USPTO (1) Reactant: N1C=CC([CH:7]2[CH2:12][NH:11][CH2:10][CH2:9][N:8]2[C:13]2[CH:20]=[CH:19][C:16]([CH:17]=O)=[CH:15][CH:14]=2)=CC=1.[CH3:21][C:22]1[CH:27]=[CH:26][C:25]([C:28]([CH3:30])=[O:29])=[CH:24][CH:23]=1.[CH2:31](O)[CH3:32]. Product: [N:8]1[CH:32]=[CH:31][C:15]([N:11]2[CH2:12][CH2:7][N:8]([C:13]3[CH:14]=[CH:15][C:16]([CH2:17][CH2:30][C:28]([C:25]4[CH:26]=[CH:27][C:22]([CH3:21])=[CH:23][CH:24]=4)=[O:29])=[CH:19][CH:20]=3)[CH2:9][CH2:10]2)=[CH:14][CH:13]=1. The catalyst class is: 74. (2) The catalyst class is: 28. Reactant: [OH:1][C:2]1[CH:7]=[CH:6][CH:5]=[CH:4][C:3]=1[C:8]1[N:17]=[C:16]([N:18]2[CH2:22][CH2:21][C@@H:20]([NH:23][C:24](=[O:30])[O:25][CH2:26][CH:27]([CH3:29])[CH3:28])[CH2:19]2)[C:15]2[C:10](=[CH:11][C:12]([CH3:31])=[CH:13][CH:14]=2)[N:9]=1.[ClH:32]. Product: [ClH:32].[OH:1][C:2]1[CH:7]=[CH:6][CH:5]=[CH:4][C:3]=1[C:8]1[N:17]=[C:16]([N:18]2[CH2:22][CH2:21][C@@H:20]([NH:23][C:24](=[O:30])[O:25][CH2:26][CH:27]([CH3:29])[CH3:28])[CH2:19]2)[C:15]2[C:10](=[CH:11][C:12]([CH3:31])=[CH:13][CH:14]=2)[N:9]=1. (3) Reactant: [CH3:1][C:2]1[CH:11]=[CH:10][C:9]2[C:4](=[CH:5][CH:6]=[C:7]([S:12]([NH2:15])(=[O:14])=[O:13])[CH:8]=2)[N:3]=1.[Se](=O)=[O:17]. Product: [CH:1]([C:2]1[CH:11]=[CH:10][C:9]2[C:4](=[CH:5][CH:6]=[C:7]([S:12]([NH2:15])(=[O:14])=[O:13])[CH:8]=2)[N:3]=1)=[O:17]. The catalyst class is: 12. (4) Reactant: [F:1][C:2]1[CH:3]=[C:4]([C:8]#[C:9][C:10]2[CH:23]=[CH:22][N:13]3[C:14](=[O:21])[C:15]([C:18](O)=[O:19])=[CH:16][N:17]=[C:12]3[CH:11]=2)[CH:5]=[CH:6][CH:7]=1.C(Cl)(=O)C([Cl:27])=O. Product: [F:1][C:2]1[CH:3]=[C:4]([C:8]#[C:9][C:10]2[CH:23]=[CH:22][N:13]3[C:14](=[O:21])[C:15]([C:18]([Cl:27])=[O:19])=[CH:16][N:17]=[C:12]3[CH:11]=2)[CH:5]=[CH:6][CH:7]=1. The catalyst class is: 174. (5) Reactant: [Br:1][C:2]1[CH:7]=[CH:6][N:5]=[C:4](F)[CH:3]=1.Cl.[NH2:10][C@H:11]([C:13]1[C:14](=[O:24])[NH:15][C:16]2[C:21]([CH:22]=1)=[CH:20][C:19]([Cl:23])=[CH:18][CH:17]=2)[CH3:12].C([O-])([O-])=O.[K+].[K+]. Product: [Br:1][C:2]1[CH:7]=[CH:6][N:5]=[C:4]([NH:10][C@H:11]([C:13]2[C:14](=[O:24])[NH:15][C:16]3[C:21]([CH:22]=2)=[CH:20][C:19]([Cl:23])=[CH:18][CH:17]=3)[CH3:12])[CH:3]=1. The catalyst class is: 197. (6) Reactant: Cl[C:2]1[CH:3]=[CH:4][C:5]([N+:9]([O-:11])=[O:10])=[C:6]([NH2:8])[CH:7]=1.[NH:12]1[CH2:17][CH2:16][CH2:15][CH2:14][CH2:13]1.C([O-])([O-])=O.[K+].[K+]. Product: [N+:9]([C:5]1[CH:4]=[CH:3][C:2]([N:12]2[CH2:17][CH2:16][CH2:15][CH2:14][CH2:13]2)=[CH:7][C:6]=1[NH2:8])([O-:11])=[O:10]. The catalyst class is: 3. (7) Reactant: [NH2:1][C@@H:2]1[CH2:7][CH2:6][C@H:5]([NH:8][C:9](=[O:18])[C:10]2[CH:15]=[CH:14][C:13]([F:16])=[C:12]([Cl:17])[CH:11]=2)[CH2:4][CH2:3]1.Cl[C:20]1[N:25]=[C:24]([CH3:26])[N:23]=[C:22]([NH:27][CH3:28])[CH:21]=1.C([O-])(O)=O.[Na+]. Product: [Cl:17][C:12]1[CH:11]=[C:10]([CH:15]=[CH:14][C:13]=1[F:16])[C:9]([NH:8][C@H:5]1[CH2:4][CH2:3][C@@H:2]([NH:1][C:20]2[CH:21]=[C:22]([NH:27][CH3:28])[N:23]=[C:24]([CH3:26])[N:25]=2)[CH2:7][CH2:6]1)=[O:18]. The catalyst class is: 51. (8) Product: [CH3:1][O:2][C:3](=[O:20])[CH:4]([NH:12][C:13]([O:15][C:16]([CH3:17])([CH3:19])[CH3:18])=[O:14])[C:5]1[CH:6]=[CH:7][C:8]([O:11][CH2:24][CH2:23][O:22][CH3:21])=[CH:9][CH:10]=1. Reactant: [CH3:1][O:2][C:3](=[O:20])[CH:4]([NH:12][C:13]([O:15][C:16]([CH3:19])([CH3:18])[CH3:17])=[O:14])[C:5]1[CH:10]=[CH:9][C:8]([OH:11])=[CH:7][CH:6]=1.[CH3:21][O:22][CH2:23][CH2:24]Br.C(=O)([O-])[O-].[Cs+].[Cs+]. The catalyst class is: 589. (9) Reactant: [F:1][C:2]1[CH:7]=[CH:6][C:5]([C:8]2[C:16]3[C:11](=[CH:12][CH:13]=[C:14]([NH:17][C:18]([C:20]4[CH:25]=[CH:24][N:23]=[CH:22][CH:21]=4)=O)[CH:15]=3)[NH:10][N:9]=2)=[CH:4][CH:3]=1.[H-].[Al+3].[Li+].[H-].[H-].[H-]. Product: [F:1][C:2]1[CH:3]=[CH:4][C:5]([C:8]2[C:16]3[C:11](=[CH:12][CH:13]=[C:14]([NH:17][CH2:18][C:20]4[CH:21]=[CH:22][N:23]=[CH:24][CH:25]=4)[CH:15]=3)[NH:10][N:9]=2)=[CH:6][CH:7]=1. The catalyst class is: 1. (10) Reactant: [Li]CCCC.Br[C:7]1[CH:23]=[CH:22][C:10]([O:11][CH2:12][CH2:13][CH2:14][O:15][CH:16]2[CH2:21][CH2:20][CH2:19][CH2:18][O:17]2)=[C:9]([C:24]([F:27])([F:26])[F:25])[CH:8]=1.[B:28](OC(C)C)([O:33]C(C)C)[O:29]C(C)C. Product: [O:17]1[CH2:18][CH2:19][CH2:20][CH2:21][CH:16]1[O:15][CH2:14][CH2:13][CH2:12][O:11][C:10]1[CH:22]=[CH:23][C:7]([B:28]([OH:33])[OH:29])=[CH:8][C:9]=1[C:24]([F:27])([F:26])[F:25]. The catalyst class is: 1.